Dataset: Peptide-MHC class I binding affinity with 185,985 pairs from IEDB/IMGT. Task: Regression. Given a peptide amino acid sequence and an MHC pseudo amino acid sequence, predict their binding affinity value. This is MHC class I binding data. (1) The peptide sequence is SYLIRALTL. The MHC is HLA-B35:01 with pseudo-sequence HLA-B35:01. The binding affinity (normalized) is 0.0847. (2) The peptide sequence is SRSKPAAMY. The MHC is HLA-B73:01 with pseudo-sequence HLA-B73:01. The binding affinity (normalized) is 0.259. (3) The MHC is HLA-A68:02 with pseudo-sequence HLA-A68:02. The binding affinity (normalized) is 0. The peptide sequence is VIPMFSAL.